This data is from Acute oral toxicity (LD50) regression data from Zhu et al.. The task is: Regression/Classification. Given a drug SMILES string, predict its toxicity properties. Task type varies by dataset: regression for continuous values (e.g., LD50, hERG inhibition percentage) or binary classification for toxic/non-toxic outcomes (e.g., AMES mutagenicity, cardiotoxicity, hepatotoxicity). Dataset: ld50_zhu. The compound is Cc1ccc(C(=O)C(C)CN2CCCCC2)cc1. The rat oral LD50 is 2.23, given as -log10 of the dose in mol/kg body weight (higher means more acutely toxic).